From a dataset of Peptide-MHC class I binding affinity with 185,985 pairs from IEDB/IMGT. Regression. Given a peptide amino acid sequence and an MHC pseudo amino acid sequence, predict their binding affinity value. This is MHC class I binding data. (1) The peptide sequence is DTSNNIAEYI. The MHC is HLA-A02:06 with pseudo-sequence HLA-A02:06. The binding affinity (normalized) is 0.00835. (2) The peptide sequence is LLPPQHLIRV. The MHC is HLA-A02:03 with pseudo-sequence HLA-A02:03. The binding affinity (normalized) is 0.666. (3) The MHC is HLA-A33:01 with pseudo-sequence HLA-A33:01. The binding affinity (normalized) is 0. The peptide sequence is VSLVKKNKK. (4) The peptide sequence is LCANEYTGNY. The MHC is HLA-A01:01 with pseudo-sequence HLA-A01:01. The binding affinity (normalized) is 0.436. (5) The peptide sequence is YSGNIVHRY. The MHC is HLA-A69:01 with pseudo-sequence HLA-A69:01. The binding affinity (normalized) is 0.0847. (6) The peptide sequence is KLLNRVIGY. The MHC is HLA-A02:03 with pseudo-sequence HLA-A02:03. The binding affinity (normalized) is 0.0847. (7) The peptide sequence is AALDGTFQR. The MHC is HLA-A31:01 with pseudo-sequence HLA-A31:01. The binding affinity (normalized) is 0.668. (8) The peptide sequence is VCYVPHFK. The MHC is Mamu-B03 with pseudo-sequence Mamu-B03. The binding affinity (normalized) is 0. (9) The peptide sequence is WTDLFDNKV. The MHC is HLA-B27:03 with pseudo-sequence HLA-B27:03. The binding affinity (normalized) is 0.0847. (10) The peptide sequence is IISLKYTRK. The MHC is HLA-B57:01 with pseudo-sequence HLA-B57:01. The binding affinity (normalized) is 0.0847.